Predict the reactants needed to synthesize the given product. From a dataset of Retrosynthesis with 50K atom-mapped reactions and 10 reaction types from USPTO. (1) Given the product COc1ccc(-c2ccc(=O)n(Cc3ccc(Cl)cc3F)c2)cn1, predict the reactants needed to synthesize it. The reactants are: COc1ccc(B(O)O)cn1.O=c1ccc(Br)cn1Cc1ccc(Cl)cc1F. (2) Given the product CN1CCN(C2=CC3=c4ccccc4=C2C3)CC1, predict the reactants needed to synthesize it. The reactants are: CN(CCCl)CCCl.NC1=CC2=c3ccccc3=C1C2. (3) Given the product Cc1cccc(C)c1-c1nc2ccc(C(=O)O)cc2[nH]1, predict the reactants needed to synthesize it. The reactants are: COC(=O)c1ccc2nc(-c3c(C)cccc3C)[nH]c2c1. (4) Given the product COc1nc2cc(F)ccc2nc1NC(=O)N1CCN(c2ccccc2Cl)CC1, predict the reactants needed to synthesize it. The reactants are: CCOC(=O)Nc1nc2ccc(F)cc2nc1OC.Clc1ccccc1N1CCNCC1. (5) Given the product Cc1cccc2c1ccc1nc3cccc(C(=O)NCCN(C)C)c3nc12, predict the reactants needed to synthesize it. The reactants are: CN(C)CCN.Cc1cccc2c1ccc1nc3cccc(C(=O)O)c3nc12. (6) Given the product CC(C)(C)C(=O)NCc1ccc(Cl)c(NC(=S)Nc2cc(C(=O)N[C@H]3CC[C@H](C(F)(F)F)CC3)c(OCC(F)F)nc2N)c1Cl, predict the reactants needed to synthesize it. The reactants are: CC(C)(C)C(=O)NCc1ccc(Cl)c(N=C=S)c1Cl.Nc1cc(C(=O)N[C@H]2CC[C@H](C(F)(F)F)CC2)c(OCC(F)F)nc1N.